Dataset: Full USPTO retrosynthesis dataset with 1.9M reactions from patents (1976-2016). Task: Predict the reactants needed to synthesize the given product. (1) Given the product [CH3:1][CH:2]([NH:6][C:7]1[N:12]2[N:13]=[CH:14][C:15]([C:16]([OH:18])=[O:17])=[C:11]2[N:10]=[C:9]([O:20][CH3:21])[C:8]=1[C:22]1[S:23][CH:24]=[CH:25][C:26]=1[CH3:27])[CH:3]([CH3:4])[CH3:5], predict the reactants needed to synthesize it. The reactants are: [CH3:1][CH:2]([NH:6][C:7]1[N:12]2[N:13]=[CH:14][C:15]([C:16]([O:18]C)=[O:17])=[C:11]2[N:10]=[C:9]([O:20][CH3:21])[C:8]=1[C:22]1[S:23][CH:24]=[CH:25][C:26]=1[CH3:27])[CH:3]([CH3:5])[CH3:4].O1CCOCC1.[OH-].[Na+].Cl. (2) Given the product [Cl:39][C:40]1[CH:70]=[CH:69][C:43]([CH2:44][N:45]2[C:49]3[CH:50]=[C:51]([N:55]4[CH2:60][CH2:59][N:58]([C:36](=[O:38])[CH2:35][CH:32]5[CH2:33][CH2:34]5)[CH2:57][CH2:56]4)[C:52]([F:54])=[CH:53][C:48]=3[N:47]=[C:46]2[CH2:61][O:62][C:63]2[CH:68]=[CH:67][CH:66]=[CH:65][CH:64]=2)=[CH:42][CH:41]=1, predict the reactants needed to synthesize it. The reactants are: CN(C(ON1N=NC2C=CC=CC1=2)=[N+](C)C)C.[B-](F)(F)(F)F.C(N(C(C)C)C(C)C)C.[CH:32]1([CH2:35][C:36]([OH:38])=O)[CH2:34][CH2:33]1.[Cl:39][C:40]1[CH:70]=[CH:69][C:43]([CH2:44][N:45]2[C:49]3[CH:50]=[C:51]([N:55]4[CH2:60][CH2:59][NH:58][CH2:57][CH2:56]4)[C:52]([F:54])=[CH:53][C:48]=3[N:47]=[C:46]2[CH2:61][O:62][C:63]2[CH:68]=[CH:67][CH:66]=[CH:65][CH:64]=2)=[CH:42][CH:41]=1.